This data is from Drug-induced liver injury (DILI) classification data. The task is: Regression/Classification. Given a drug SMILES string, predict its toxicity properties. Task type varies by dataset: regression for continuous values (e.g., LD50, hERG inhibition percentage) or binary classification for toxic/non-toxic outcomes (e.g., AMES mutagenicity, cardiotoxicity, hepatotoxicity). Dataset: dili. (1) The result is 1 (causes liver injury). The drug is N#Cc1ccc(C(c2ccc(C#N)cc2)n2cncn2)cc1. (2) The drug is CN1CCC23c4c5ccc(O)c4OC2C(O)C=CC3C1C5. The result is 0 (no liver injury). (3) The compound is COC(c1ccccc1)(c1ccccc1)C(Oc1nc(C)cc(C)n1)C(=O)O. The result is 1 (causes liver injury). (4) The compound is C=C1CC2C(CCC3(C)C(=O)CCC23)C2(C)C=CC(=O)C=C12. The result is 1 (causes liver injury). (5) The compound is S=C=Nc1cccc2ccccc12. The result is 1 (causes liver injury).